Dataset: Reaction yield outcomes from USPTO patents with 853,638 reactions. Task: Predict the reaction yield, written as a fraction of the theoretical maximum amount of product (1.0 means a 100% yield; for example, 0.34 means a 34% yield). The reactants are [C:1]([O:5][C:6](=[O:20])[NH:7][CH2:8][CH2:9][C:10]#[C:11][C:12]1[CH:17]=[CH:16][C:15]([C:18]#[N:19])=[CH:14][CH:13]=1)([CH3:4])([CH3:3])[CH3:2].[H][H]. The catalyst is [Pd].C(O)C.C1COCC1. The product is [C:1]([O:5][C:6](=[O:20])[NH:7][CH2:8][CH2:9][CH2:10][CH2:11][C:12]1[CH:13]=[CH:14][C:15]([C:18]#[N:19])=[CH:16][CH:17]=1)([CH3:4])([CH3:2])[CH3:3]. The yield is 0.870.